This data is from Full USPTO retrosynthesis dataset with 1.9M reactions from patents (1976-2016). The task is: Predict the reactants needed to synthesize the given product. Given the product [I:1][CH2:4][C:5]1[N:6]=[C:7]([C:11]2[CH:16]=[CH:15][C:14]([O:17][CH3:18])=[CH:13][CH:12]=2)[O:8][C:9]=1[CH3:10], predict the reactants needed to synthesize it. The reactants are: [I-:1].[Na+].Cl[CH2:4][C:5]1[N:6]=[C:7]([C:11]2[CH:16]=[CH:15][C:14]([O:17][CH3:18])=[CH:13][CH:12]=2)[O:8][C:9]=1[CH3:10].